This data is from NCI-60 drug combinations with 297,098 pairs across 59 cell lines. The task is: Regression. Given two drug SMILES strings and cell line genomic features, predict the synergy score measuring deviation from expected non-interaction effect. (1) Drug 1: CC1C(C(CC(O1)OC2CC(CC3=C2C(=C4C(=C3O)C(=O)C5=C(C4=O)C(=CC=C5)OC)O)(C(=O)C)O)N)O.Cl. Drug 2: CC1=C(N=C(N=C1N)C(CC(=O)N)NCC(C(=O)N)N)C(=O)NC(C(C2=CN=CN2)OC3C(C(C(C(O3)CO)O)O)OC4C(C(C(C(O4)CO)O)OC(=O)N)O)C(=O)NC(C)C(C(C)C(=O)NC(C(C)O)C(=O)NCCC5=NC(=CS5)C6=NC(=CS6)C(=O)NCCC[S+](C)C)O. Cell line: HCT-15. Synergy scores: CSS=32.9, Synergy_ZIP=3.70, Synergy_Bliss=8.09, Synergy_Loewe=2.40, Synergy_HSA=8.99. (2) Drug 1: C1=NC2=C(N=C(N=C2N1C3C(C(C(O3)CO)O)O)F)N. Drug 2: CC1=C2C(C(=O)C3(C(CC4C(C3C(C(C2(C)C)(CC1OC(=O)C(C(C5=CC=CC=C5)NC(=O)OC(C)(C)C)O)O)OC(=O)C6=CC=CC=C6)(CO4)OC(=O)C)O)C)O. Cell line: SK-MEL-28. Synergy scores: CSS=-0.225, Synergy_ZIP=-1.05, Synergy_Bliss=-0.505, Synergy_Loewe=-4.31, Synergy_HSA=-4.20. (3) Drug 1: C1CNP(=O)(OC1)N(CCCl)CCCl. Drug 2: C1CCC(C(C1)N)N.C(=O)(C(=O)[O-])[O-].[Pt+4]. Cell line: UACC62. Synergy scores: CSS=4.79, Synergy_ZIP=-5.39, Synergy_Bliss=-8.69, Synergy_Loewe=-24.8, Synergy_HSA=-8.99. (4) Drug 1: CC1=C(C(CCC1)(C)C)C=CC(=CC=CC(=CC(=O)O)C)C. Drug 2: CCC(=C(C1=CC=CC=C1)C2=CC=C(C=C2)OCCN(C)C)C3=CC=CC=C3.C(C(=O)O)C(CC(=O)O)(C(=O)O)O. Cell line: MOLT-4. Synergy scores: CSS=6.54, Synergy_ZIP=-3.41, Synergy_Bliss=-1.11, Synergy_Loewe=-9.99, Synergy_HSA=-3.95. (5) Drug 1: C1CN(CCN1C(=O)CCBr)C(=O)CCBr. Drug 2: C1C(C(OC1N2C=NC3=C2NC=NCC3O)CO)O. Cell line: UO-31. Synergy scores: CSS=1.60, Synergy_ZIP=-3.39, Synergy_Bliss=-3.87, Synergy_Loewe=-8.54, Synergy_HSA=-8.39. (6) Drug 1: CC1=C(C(=O)C2=C(C1=O)N3CC4C(C3(C2COC(=O)N)OC)N4)N. Drug 2: N.N.Cl[Pt+2]Cl. Synergy scores: CSS=67.7, Synergy_ZIP=-3.36, Synergy_Bliss=-3.43, Synergy_Loewe=1.88, Synergy_HSA=3.87. Cell line: HCT116. (7) Drug 1: C1=C(C(=O)NC(=O)N1)F. Drug 2: CCCS(=O)(=O)NC1=C(C(=C(C=C1)F)C(=O)C2=CNC3=C2C=C(C=N3)C4=CC=C(C=C4)Cl)F. Cell line: COLO 205. Synergy scores: CSS=60.4, Synergy_ZIP=-10.7, Synergy_Bliss=-13.0, Synergy_Loewe=-7.59, Synergy_HSA=-6.34. (8) Drug 1: CCC1=CC2CC(C3=C(CN(C2)C1)C4=CC=CC=C4N3)(C5=C(C=C6C(=C5)C78CCN9C7C(C=CC9)(C(C(C8N6C)(C(=O)OC)O)OC(=O)C)CC)OC)C(=O)OC.C(C(C(=O)O)O)(C(=O)O)O. Drug 2: C1CCC(C(C1)N)N.C(=O)(C(=O)[O-])[O-].[Pt+4]. Cell line: ACHN. Synergy scores: CSS=36.1, Synergy_ZIP=-7.75, Synergy_Bliss=-1.21, Synergy_Loewe=1.44, Synergy_HSA=1.83. (9) Drug 1: CNC(=O)C1=NC=CC(=C1)OC2=CC=C(C=C2)NC(=O)NC3=CC(=C(C=C3)Cl)C(F)(F)F. Drug 2: CCC1=C2N=C(C=C(N2N=C1)NCC3=C[N+](=CC=C3)[O-])N4CCCCC4CCO. Cell line: SK-OV-3. Synergy scores: CSS=65.4, Synergy_ZIP=12.9, Synergy_Bliss=12.5, Synergy_Loewe=-10.2, Synergy_HSA=10.3.